Dataset: Catalyst prediction with 721,799 reactions and 888 catalyst types from USPTO. Task: Predict which catalyst facilitates the given reaction. (1) Reactant: [S:1]1[CH:5]=[C:4]([CH:6]([NH:18][C:19]2[CH:24]=[CH:23][CH:22]=[CH:21][CH:20]=2)[C:7]([O:9][C@@H:10]2[CH:15]3[CH2:16][CH2:17][N:12]([CH2:13][CH2:14]3)[CH2:11]2)=[O:8])[C:3]2[CH:25]=[CH:26][CH:27]=[CH:28][C:2]1=2.[Br:29][CH2:30][C:31]([C:33]1[S:34][CH:35]=[CH:36][CH:37]=1)=[O:32]. Product: [Br-:29].[S:1]1[CH:5]=[C:4]([CH:6]([NH:18][C:19]2[CH:24]=[CH:23][CH:22]=[CH:21][CH:20]=2)[C:7]([O:9][C@@H:10]2[CH:15]3[CH2:16][CH2:17][N+:12]([CH2:30][C:31](=[O:32])[C:33]4[S:34][CH:35]=[CH:36][CH:37]=4)([CH2:13][CH2:14]3)[CH2:11]2)=[O:8])[C:3]2[CH:25]=[CH:26][CH:27]=[CH:28][C:2]1=2. The catalyst class is: 25. (2) Reactant: [C:1]1([CH:7]([OH:9])[CH3:8])[CH:6]=[CH:5][CH:4]=[CH:3][CH:2]=1. Product: [C:7]([C:1]1[CH:6]=[CH:5][CH:4]=[CH:3][CH:2]=1)(=[O:9])[CH3:8]. The catalyst class is: 21. (3) Reactant: [H-].[Al+3].[Li+].[H-].[H-].[H-].[NH2:7][C@H:8]([CH2:12][CH:13]1[CH2:18][CH2:17][CH2:16][CH2:15][CH2:14]1)[C:9]([NH2:11])=O. Product: [CH:13]1([CH2:12][C@@H:8]([NH2:7])[CH2:9][NH2:11])[CH2:18][CH2:17][CH2:16][CH2:15][CH2:14]1. The catalyst class is: 7. (4) Reactant: [CH:1]1([N:4]2[C:13]([C@@H:14]([NH:16][C:17]3[N:25]=[CH:24][N:23]=[C:22]4[C:18]=3[N:19]=[CH:20][N:21]4C3CCCCO3)[CH3:15])=[CH:12][C:11]3[C:6](=[C:7]([CH3:32])[CH:8]=[CH:9][CH:10]=3)[C:5]2=[O:33])[CH2:3][CH2:2]1.C([O-])(O)=O.[Na+]. Product: [N:25]1[C:17]([NH:16][C@H:14]([C:13]2[N:4]([CH:1]3[CH2:3][CH2:2]3)[C:5](=[O:33])[C:6]3[C:11]([CH:12]=2)=[CH:10][CH:9]=[CH:8][C:7]=3[CH3:32])[CH3:15])=[C:18]2[C:22]([NH:21][CH:20]=[N:19]2)=[N:23][CH:24]=1. The catalyst class is: 422. (5) Reactant: [CH:1]1([N:5]2[CH2:10][CH2:9][C:8]3([CH2:15][CH2:14][N:13]([C:16]4[CH:21]=[CH:20][C:19](B5OC(C)(C)C(C)(C)O5)=[CH:18][CH:17]=4)[CH2:12][CH2:11]3)[CH2:7][CH2:6]2)[CH2:4][CH2:3][CH2:2]1.Br[C:32]1[CH:33]=[N:34][C:35]2[N:36]([CH:38]=[CH:39][N:40]=2)[CH:37]=1.C([O-])([O-])=O.[K+].[K+]. Product: [CH:1]1([N:5]2[CH2:10][CH2:9][C:8]3([CH2:11][CH2:12][N:13]([C:16]4[CH:21]=[CH:20][C:19]([C:32]5[CH:33]=[N:34][C:35]6[N:36]([CH:38]=[CH:39][N:40]=6)[CH:37]=5)=[CH:18][CH:17]=4)[CH2:14][CH2:15]3)[CH2:7][CH2:6]2)[CH2:4][CH2:3][CH2:2]1. The catalyst class is: 38. (6) Reactant: C[Si]([N-][Si](C)(C)C)(C)C.[Na+].[NH2:11][C:12]1[N:16](C(OC(C)(C)C)=O)[N:15]=[C:14]([CH2:24][CH2:25][C:26]2[CH:31]=[C:30]([O:32][CH3:33])[CH:29]=[C:28]([O:34][CH3:35])[CH:27]=2)[CH:13]=1.[CH3:36][C:37]1[CH:41]=[C:40]([CH2:42][NH:43][C:44]2[CH:53]=[CH:52][CH:51]=[CH:50][C:45]=2[C:46](OC)=[O:47])[O:39][N:38]=1. Product: [CH3:33][O:32][C:30]1[CH:31]=[C:26]([CH2:25][CH2:24][C:14]2[NH:15][N:16]=[C:12]([NH:11][C:46](=[O:47])[C:45]3[CH:50]=[CH:51][CH:52]=[CH:53][C:44]=3[NH:43][CH2:42][C:40]3[O:39][N:38]=[C:37]([CH3:36])[CH:41]=3)[CH:13]=2)[CH:27]=[C:28]([O:34][CH3:35])[CH:29]=1. The catalyst class is: 1. (7) Reactant: [CH:1]1[C:6]([OH:7])=[CH:5][C:4]2[C:8]([CH2:11][CH2:12][NH2:13])=[CH:9][NH:10][C:3]=2[CH:2]=1.Cl.[OH:15][C:16]1[CH:26]=[C:25]([OH:27])[CH:24]=[CH:23][C:17]=1/[CH:18]=[CH:19]/[C:20](O)=[O:21].C(N(CC)CC)C.O.ON1C2C=CC=CC=2N=N1.Cl.C(N=C=NCCCN(C)C)C. Product: [OH:7][C:6]1[CH:5]=[C:4]2[C:3](=[CH:2][CH:1]=1)[NH:10][CH:9]=[C:8]2[CH2:11][CH2:12][NH:13][C:20](=[O:21])[CH:19]=[CH:18][C:17]1[CH:23]=[CH:24][C:25]([OH:27])=[CH:26][C:16]=1[OH:15]. The catalyst class is: 120.